From a dataset of Full USPTO retrosynthesis dataset with 1.9M reactions from patents (1976-2016). Predict the reactants needed to synthesize the given product. The reactants are: O.O.O.O.O.O.O.O.O.[C:10]([O-:22])(=[O:21])[CH2:11][C:12]([CH2:17][C:18]([O-:20])=[O:19])([C:14]([O-:16])=[O:15])[OH:13].[Mg+2:23].[Mg+2].[Mg+2].[C:26]([O-:38])(=[O:37])[CH2:27][C:28]([CH2:33][C:34]([O-:36])=[O:35])([C:30]([O-:32])=[O:31])[OH:29].[C:39]([O-:51])(=[O:50])[CH2:40][C:41]([CH2:46][C:47]([O-:49])=[O:48])([C:43]([O-:45])=[O:44])[OH:42].[K+:52].[K+].[K+].[Mg]. Given the product [C:10]([O-:22])(=[O:21])[CH2:11][C:12]([CH2:17][C:18]([O-:20])=[O:19])([C:14]([O-:16])=[O:15])[OH:13].[K+:52].[K+:52].[K+:52].[C:26]([O-:38])(=[O:37])[CH2:27][C:28]([CH2:33][C:34]([O-:36])=[O:35])([C:30]([O-:32])=[O:31])[OH:29].[Mg+2:23].[Mg+2:23].[Mg+2:23].[C:39]([O-:51])(=[O:50])[CH2:40][C:41]([CH2:46][C:47]([O-:49])=[O:48])([C:43]([O-:45])=[O:44])[OH:42], predict the reactants needed to synthesize it.